The task is: Regression. Given a peptide amino acid sequence and an MHC pseudo amino acid sequence, predict their binding affinity value. This is MHC class II binding data.. This data is from Peptide-MHC class II binding affinity with 134,281 pairs from IEDB. (1) The peptide sequence is NNQNFFWAVKPKVVR. The MHC is DRB1_0401 with pseudo-sequence DRB1_0401. The binding affinity (normalized) is 0.398. (2) The peptide sequence is QRKVFRELVRNCDLP. The MHC is DRB3_0202 with pseudo-sequence DRB3_0202. The binding affinity (normalized) is 0.590.